From a dataset of Cav3 T-type calcium channel HTS with 100,875 compounds. Binary Classification. Given a drug SMILES string, predict its activity (active/inactive) in a high-throughput screening assay against a specified biological target. The drug is O=C(N1C(CCCC1)C)Cn1ncc2c1c1c(oc2=O)ccc(c1)C. The result is 0 (inactive).